This data is from Full USPTO retrosynthesis dataset with 1.9M reactions from patents (1976-2016). The task is: Predict the reactants needed to synthesize the given product. (1) Given the product [Cl:1][C:2]1[N:7]=[CH:6][C:5]([CH2:8][N:9]2[CH:14]=[CH:13][CH:12]=[CH:11][C:10]2=[N:15][C:16](=[N:23][OH:24])[C:17]([F:20])([F:19])[F:18])=[CH:4][CH:3]=1, predict the reactants needed to synthesize it. The reactants are: [Cl:1][C:2]1[N:7]=[CH:6][C:5]([CH2:8][N:9]2[CH:14]=[CH:13][CH:12]=[CH:11][C:10]2=[N:15][C:16](=S)[C:17]([F:20])([F:19])[F:18])=[CH:4][CH:3]=1.Cl.[NH2:23][OH:24].C(N(CC)CC)C.Cl. (2) Given the product [N+:16]([C:11]1[CH:12]=[CH:13][CH:14]=[CH:15][C:10]=1[CH:8]([CH3:9])[CH2:7][O:6][C:4]([NH:1][NH:2][C:4]([O:6][CH2:7][CH:8]([C:10]1[CH:15]=[CH:14][CH:13]=[CH:12][C:11]=1[N+:16]([O-:18])=[O:17])[CH3:9])=[O:5])=[O:5])([O-:18])=[O:17], predict the reactants needed to synthesize it. The reactants are: [NH2:1][NH2:2].Cl[C:4]([O:6][CH2:7][CH:8]([C:10]1[CH:15]=[CH:14][CH:13]=[CH:12][C:11]=1[N+:16]([O-:18])=[O:17])[CH3:9])=[O:5]. (3) Given the product [Br:1][C:2]1[C:10]2[C:5](=[N:6][CH:7]=[C:8]([CH2:11][CH2:12][C:13]3[CH:14]=[C:15]([O:21][CH3:22])[CH:16]=[C:17]([O:19][CH3:20])[CH:18]=3)[N:9]=2)[N:4]([CH2:43][O:42][CH2:41][CH2:40][Si:39]([CH3:46])([CH3:45])[CH3:38])[C:3]=1[C:23]1[CH:24]=[CH:25][C:26]([N:29]2[CH2:34][CH2:33][N:32]([CH3:35])[CH2:31][CH2:30]2)=[CH:27][CH:28]=1, predict the reactants needed to synthesize it. The reactants are: [Br:1][C:2]1[C:10]2[C:5](=[N:6][CH:7]=[C:8]([CH2:11][CH2:12][C:13]3[CH:18]=[C:17]([O:19][CH3:20])[CH:16]=[C:15]([O:21][CH3:22])[CH:14]=3)[N:9]=2)[NH:4][C:3]=1[C:23]1[CH:28]=[CH:27][C:26]([N:29]2[CH2:34][CH2:33][N:32]([CH3:35])[CH2:31][CH2:30]2)=[CH:25][CH:24]=1.[H-].[Na+].[CH3:38][Si:39]([CH3:46])([CH3:45])[CH2:40][CH2:41][O:42][CH2:43]Cl. (4) Given the product [C:34]([C:31]1[CH:32]=[CH:33][C:28]([C:27]([NH:26][C:22]2[C:21]([CH3:39])=[C:20]([C:14]3[N:13]=[C:12]([NH:11][C:8]4[CH:7]=[CH:6][C:5]([C:4]([OH:40])=[O:3])=[CH:10][CH:9]=4)[C:17](=[O:18])[N:16]([CH3:19])[CH:15]=3)[CH:25]=[CH:24][CH:23]=2)=[O:38])=[CH:29][CH:30]=1)([CH3:37])([CH3:35])[CH3:36], predict the reactants needed to synthesize it. The reactants are: C([O:3][C:4](=[O:40])[C:5]1[CH:10]=[CH:9][C:8]([NH:11][C:12]2[C:17](=[O:18])[N:16]([CH3:19])[CH:15]=[C:14]([C:20]3[CH:25]=[CH:24][CH:23]=[C:22]([NH:26][C:27](=[O:38])[C:28]4[CH:33]=[CH:32][C:31]([C:34]([CH3:37])([CH3:36])[CH3:35])=[CH:30][CH:29]=4)[C:21]=3[CH3:39])[N:13]=2)=[CH:7][CH:6]=1)C.[OH-].[Na+]. (5) Given the product [C:10]([O:9][C@H:7]1[CH2:6][NH:5][C@H:4]([C:31]([O:33][CH2:44][CH:41]=[CH2:42])=[O:32])[CH2:8]1)([CH3:11])([CH3:12])[CH3:13], predict the reactants needed to synthesize it. The reactants are: C([C@@:4]1([C:31]([O-:33])=[O:32])[CH2:8][C@@H:7]([O:9][C:10]([CH3:13])([CH3:12])[CH3:11])[CH2:6][N:5]1C(OCC1C2C=CC=CC=2C2C1=CC=CC=2)=O)C=C.NCCN([CH2:41][CH2:42]N)CCN.[CH2:44](Cl)Cl. (6) Given the product [Cl:43][CH:41]([O:40][C:38]([NH:1][CH2:2][C:3]([O:5][CH2:6][C:7]1[CH:12]=[CH:11][CH:10]=[CH:9][CH:8]=1)=[O:4])=[O:39])[CH3:42], predict the reactants needed to synthesize it. The reactants are: [NH2:1][CH2:2][C:3]([O:5][CH2:6][C:7]1[CH:12]=[CH:11][CH:10]=[CH:9][CH:8]=1)=[O:4].Cl.NCC(OCC1C=CC=CC=1)=O.C(=O)(O)[O-].[Na+].N1C=CC=CC=1.Cl[C:38]([O:40][CH:41]([Cl:43])[CH3:42])=[O:39]. (7) Given the product [C:56]([OH:63])(=[O:62])/[CH:57]=[CH:58]/[C:59]([OH:61])=[O:60].[C:56]([OH:63])(=[O:62])/[CH:57]=[CH:58]/[C:59]([OH:61])=[O:60].[NH2:1][C:2]1[C:7]([C:8]([F:9])([F:11])[F:10])=[CH:6][C:5]([CH2:12][C@@H:13]([O:34][C:35]([N:37]2[CH2:38][CH2:39][CH:40]([N:43]3[CH2:49][CH2:48][C:47]4[CH:50]=[CH:51][CH:52]=[CH:53][C:46]=4[NH:45][C:44]3=[O:54])[CH2:41][CH2:42]2)=[O:36])[C:14]([N:16]2[CH2:17][CH2:18][N:19]([CH:22]3[CH2:23][CH2:24][N:25]([CH2:28][C:29]([O:31][CH2:32][CH3:33])=[O:30])[CH2:26][CH2:27]3)[CH2:20][CH2:21]2)=[O:15])=[CH:4][C:3]=1[Cl:55], predict the reactants needed to synthesize it. The reactants are: [NH2:1][C:2]1[C:7]([C:8]([F:11])([F:10])[F:9])=[CH:6][C:5]([CH2:12][C@@H:13]([O:34][C:35]([N:37]2[CH2:42][CH2:41][CH:40]([N:43]3[CH2:49][CH2:48][C:47]4[CH:50]=[CH:51][CH:52]=[CH:53][C:46]=4[NH:45][C:44]3=[O:54])[CH2:39][CH2:38]2)=[O:36])[C:14]([N:16]2[CH2:21][CH2:20][N:19]([CH:22]3[CH2:27][CH2:26][N:25]([CH2:28][C:29]([O:31][CH2:32][CH3:33])=[O:30])[CH2:24][CH2:23]3)[CH2:18][CH2:17]2)=[O:15])=[CH:4][C:3]=1[Cl:55].[C:56]([OH:63])(=[O:62])/[CH:57]=[CH:58]/[C:59]([OH:61])=[O:60]. (8) Given the product [Cl:1][C:2]1[CH:7]=[CH:6][C:5]([C:8]2[CH:9]([C:26]3[CH:27]=[CH:28][C:29]([O:43][CH2:42][CH2:41][N:38]4[CH2:39][CH2:40][C@@H:36]([CH2:35][F:34])[CH2:37]4)=[CH:30][CH:31]=3)[O:10][C:11]3[C:16]([C:17]=2[CH3:18])=[CH:15][C:14]([OH:19])=[CH:13][CH:12]=3)=[CH:4][C:3]=1[F:33], predict the reactants needed to synthesize it. The reactants are: [Cl:1][C:2]1[CH:7]=[CH:6][C:5]([C:8]2[CH:9]([C:26]3[CH:31]=[CH:30][C:29](I)=[CH:28][CH:27]=3)[O:10][C:11]3[C:16]([C:17]=2[CH3:18])=[CH:15][C:14]([O:19]C2CCCCO2)=[CH:13][CH:12]=3)=[CH:4][C:3]=1[F:33].[F:34][CH2:35][C@@H:36]1[CH2:40][CH2:39][N:38]([CH2:41][CH2:42][OH:43])[CH2:37]1. (9) The reactants are: Br[C:2]1[CH:3]=[C:4]2[C:10]([NH2:11])=[N:9][NH:8][C:5]2=[N:6][CH:7]=1.[C:12]([O:16][C:17](=[O:35])[NH:18][CH2:19][CH:20]1[CH2:25][CH2:24][C:23](B2OC(C)(C)C(C)(C)O2)=[CH:22][CH2:21]1)([CH3:15])([CH3:14])[CH3:13].O1CCOCC1.P([O-])([O-])([O-])=O.[K+].[K+].[K+]. Given the product [NH2:11][C:10]1[C:4]2[C:5](=[N:6][CH:7]=[C:2]([C:23]3[CH2:24][CH2:25][CH:20]([CH2:19][NH:18][C:17](=[O:35])[O:16][C:12]([CH3:14])([CH3:13])[CH3:15])[CH2:21][CH:22]=3)[CH:3]=2)[NH:8][N:9]=1, predict the reactants needed to synthesize it. (10) Given the product [OH:8][CH2:7][C:6]([CH3:10])([CH3:9])[CH2:5][CH2:4][CH2:3][CH2:2][NH:1][C:12]([NH:11][CH2:14][CH2:15][CH2:16][C:17]([CH3:27])([CH3:26])[CH2:18][OH:19])=[O:13], predict the reactants needed to synthesize it. The reactants are: [NH2:1][CH2:2][CH2:3][CH2:4][CH2:5][C:6]([CH3:10])([CH3:9])[CH2:7][OH:8].[N:11]([CH2:14][CH2:15][CH2:16][C:17]([CH3:27])([CH3:26])[CH2:18][O:19]C1CCCCO1)=[C:12]=[O:13].